This data is from Retrosynthesis with 50K atom-mapped reactions and 10 reaction types from USPTO. The task is: Predict the reactants needed to synthesize the given product. (1) Given the product c1ccc(C2CCN(CC3CNCC3c3ccccc3)CC2)cc1, predict the reactants needed to synthesize it. The reactants are: c1ccc(CN2CC(CN3CCC(c4ccccc4)CC3)C(c3ccccc3)C2)cc1. (2) Given the product CN(CCCN(C)C(=O)Cc1ccc(N)cc1)C(=O)CO[C@H]1Cc2ccccc2C12CCN(CC[C@@]1(c3ccc(F)cc3)CN(C(=O)c3cc(C(F)(F)F)cc(C(F)(F)F)c3)CO1)CC2, predict the reactants needed to synthesize it. The reactants are: CN(CCCN(C)C(=O)Cc1ccc([N+](=O)[O-])cc1)C(=O)CO[C@H]1Cc2ccccc2C12CCN(CC[C@@]1(c3ccc(F)cc3)CN(C(=O)c3cc(C(F)(F)F)cc(C(F)(F)F)c3)CO1)CC2.